This data is from Reaction yield outcomes from USPTO patents with 853,638 reactions. The task is: Predict the reaction yield, written as a fraction of the theoretical maximum amount of product (1.0 means a 100% yield; for example, 0.34 means a 34% yield). (1) The reactants are [Cl:1][C:2]1[CH:3]=[C:4]([CH:6]=[C:7]([Cl:9])[CH:8]=1)[NH2:5].Br.Br[CH:12]([C:14]1[CH:15]=[C:16]([C:31]([N:33]([CH3:35])[CH3:34])=[O:32])[CH:17]=[C:18]2[C:23]=1[O:22][C:21]([N:24]1[CH2:29][CH2:28][O:27][CH2:26][CH2:25]1)=[CH:20][C:19]2=[O:30])[CH3:13]. No catalyst specified. The product is [Cl:1][C:2]1[CH:3]=[C:4]([NH:5][CH:12]([C:14]2[CH:15]=[C:16]([C:31]([N:33]([CH3:35])[CH3:34])=[O:32])[CH:17]=[C:18]3[C:23]=2[O:22][C:21]([N:24]2[CH2:29][CH2:28][O:27][CH2:26][CH2:25]2)=[CH:20][C:19]3=[O:30])[CH3:13])[CH:6]=[C:7]([Cl:9])[CH:8]=1. The yield is 0.750. (2) The reactants are [NH2:1][C:2]1[NH:3][C:4](=[O:11])[C:5]([C:9]#[N:10])=[C:6](Cl)[N:7]=1.C([Sn](CCCC)(CCCC)[C:17]1[O:18][CH2:19][CH2:20][CH:21]=1)CCC. The catalyst is O1CCOCC1.Cl[Pd](Cl)([P](C1C=CC=CC=1)(C1C=CC=CC=1)C1C=CC=CC=1)[P](C1C=CC=CC=1)(C1C=CC=CC=1)C1C=CC=CC=1. The product is [NH2:1][C:2]1[NH:3][C:4](=[O:11])[C:5]([C:9]#[N:10])=[C:6]([C:17]2[O:18][CH2:19][CH2:20][CH:21]=2)[N:7]=1. The yield is 0.270. (3) The catalyst is C(Cl)Cl. The product is [CH:33]([N:8]1[CH:1]2[CH2:7][CH2:6][CH:5]1[CH2:4][CH:3]([N:9]1[CH2:10][CH2:11][N:12]([C:15]([O:17][C:18]([CH3:21])([CH3:20])[CH3:19])=[O:16])[CH2:13][CH2:14]1)[CH2:2]2)=[O:34]. The yield is 0.860. The reactants are [CH:1]12[NH:8][CH:5]([CH2:6][CH2:7]1)[CH2:4][CH:3]([N:9]1[CH2:14][CH2:13][N:12]([C:15]([O:17][C:18]([CH3:21])([CH3:20])[CH3:19])=[O:16])[CH2:11][CH2:10]1)[CH2:2]2.CCN=C=NCCCN(C)C.[CH:33](O)=[O:34]. (4) The product is [CH2:4]([O:3][P:1]([O:19][C:20]1[CH:21]=[CH:22][C:23]([C:26]([OH:29])=[O:27])=[CH:24][CH:25]=1)([O:11][CH2:12][C:13]1[CH:18]=[CH:17][CH:16]=[CH:15][CH:14]=1)=[O:2])[C:5]1[CH:6]=[CH:7][CH:8]=[CH:9][CH:10]=1. The catalyst is CC(C)=O.O.Cl. The yield is 0.900. The reactants are [P:1]([O:19][C:20]1[CH:25]=[CH:24][C:23]([CH:26]=[O:27])=[CH:22][CH:21]=1)([O:11][CH2:12][C:13]1[CH:18]=[CH:17][CH:16]=[CH:15][CH:14]=1)([O:3][CH2:4][C:5]1[CH:10]=[CH:9][CH:8]=[CH:7][CH:6]=1)=[O:2].[Mn]([O-])(=O)(=O)=[O:29].[K+].OS([O-])=O.[Na+].CO.C(Cl)Cl. (5) The reactants are C(OC(=O)[NH:7][C:8]1([CH2:16][N:17]2[C:25]3[C:20](=[CH:21][C:22]([C:26]4[N:30]=[C:29]([C:31]5[CH:36]=[CH:35][C:34]([O:37][CH2:38][CH2:39][CH3:40])=[C:33]([Br:41])[CH:32]=5)[O:28][N:27]=4)=[CH:23][CH:24]=3)[CH2:19][CH2:18]2)[CH2:13][O:12]C(C)(C)[O:10][CH2:9]1)(C)(C)C.C(OC1C=C(C2ON=C(C3C=CC=C4C=3CCN4CC3(NC(=O)OC(C)(C)C)COC(C)(C)OC3)N=2)C=CC=1OCC)C. No catalyst specified. The product is [NH2:7][C:8]([CH2:16][N:17]1[C:25]2[C:20](=[CH:21][C:22]([C:26]3[N:30]=[C:29]([C:31]4[CH:36]=[CH:35][C:34]([O:37][CH2:38][CH2:39][CH3:40])=[C:33]([Br:41])[CH:32]=4)[O:28][N:27]=3)=[CH:23][CH:24]=2)[CH2:19][CH2:18]1)([CH2:9][OH:10])[CH2:13][OH:12]. The yield is 0.440. (6) The reactants are Cl.[C:2]([C:6]1[CH:16]=[CH:15][CH:14]=[CH:13][C:7]=1[O:8][CH2:9]CNC)([CH3:5])([CH3:4])[CH3:3].[C:17]([O:21]C(C1NCC2NN=C(C(O)=O)C=2C1)=O)([CH3:20])([CH3:19])[CH3:18].[CH3:36][CH2:37][N:38](C(C)C)C(C)C.CCN=C=[N:49][CH2:50][CH2:51][CH2:52][N:53]([CH3:55])[CH3:54].C1C=CC2N([OH:65])N=NC=2C=1.[CH3:66][N:67]([CH:69]=[O:70])[CH3:68]. The catalyst is O. The product is [C:2]([C:6]1[CH:16]=[CH:15][CH:14]=[CH:13][C:7]=1[O:8][CH2:9][CH2:66][N:67]([CH3:68])[C:69]([C:37]1[C:36]2[CH2:55][N:53]([C:54]([O:21][C:17]([CH3:20])([CH3:19])[CH3:18])=[O:65])[CH2:52][CH2:51][C:50]=2[NH:49][N:38]=1)=[O:70])([CH3:3])([CH3:4])[CH3:5]. The yield is 0.860. (7) The reactants are [C:1]([C:3]1[CH:4]=[C:5]2[C:9](=[CH:10][CH:11]=1)[NH:8][C:7](=[O:12])[CH2:6]2)#[N:2].[H-].[Na+].[Cl:15][C:16]1[N:21]=[CH:20][C:19]([CH2:22][N:23]2[CH2:28][CH2:27][O:26][CH2:25][CH2:24]2)=[CH:18][CH:17]=1. The catalyst is CN(C)C=O. The product is [ClH:15].[OH:12][C:7]1[NH:8][C:9]2[C:5]([C:6]=1[C:16]1[CH:17]=[CH:18][C:19]([CH2:22][N:23]3[CH2:28][CH2:27][O:26][CH2:25][CH2:24]3)=[CH:20][N:21]=1)=[CH:4][C:3]([C:1]#[N:2])=[CH:11][CH:10]=2. The yield is 0.0700. (8) The reactants are Br[C:2]1[CH:3]=[C:4]2[C:9](=[CH:10][C:11]=1[O:12][CH3:13])[O:8][C:7](=[O:14])[C:6]([C:15]1[CH:20]=[CH:19][C:18]([C:21]([F:24])([F:23])[F:22])=[CH:17][CH:16]=1)=[C:5]2[CH2:25][C:26]1[CH:31]=[CH:30][C:29]([O:32][C:33](=[O:38])[C:34]([CH3:37])([CH3:36])[CH3:35])=[CH:28][CH:27]=1.[C:39]([O-])([O-])=O.[K+].[K+].CB1OB(C)OB(C)O1. The catalyst is O1CCOCC1.C1C=CC([P]([Pd]([P](C2C=CC=CC=2)(C2C=CC=CC=2)C2C=CC=CC=2)([P](C2C=CC=CC=2)(C2C=CC=CC=2)C2C=CC=CC=2)[P](C2C=CC=CC=2)(C2C=CC=CC=2)C2C=CC=CC=2)(C2C=CC=CC=2)C2C=CC=CC=2)=CC=1. The product is [CH3:13][O:12][C:11]1[CH:10]=[C:9]2[C:4]([C:5]([CH2:25][C:26]3[CH:31]=[CH:30][C:29]([O:32][C:33](=[O:38])[C:34]([CH3:37])([CH3:36])[CH3:35])=[CH:28][CH:27]=3)=[C:6]([C:15]3[CH:20]=[CH:19][C:18]([C:21]([F:24])([F:23])[F:22])=[CH:17][CH:16]=3)[C:7](=[O:14])[O:8]2)=[CH:3][C:2]=1[CH3:39]. The yield is 0.820. (9) The reactants are [NH2:1][C:2]1[N:7]([CH2:8][CH:9]2[CH2:11][CH2:10]2)[C:6](=[O:12])[N:5]([CH2:13][C:14]2[CH:19]=[CH:18][CH:17]=[CH:16][C:15]=2[F:20])[C:4](=[O:21])[C:3]=1[NH:22][C:23](=O)[CH2:24][C:25]1[CH:30]=[CH:29][C:28]([N:31]([S:33]([C:36]2[C:37]([CH3:43])=[N:38][N:39]([CH3:42])[C:40]=2[Cl:41])(=[O:35])=[O:34])[CH3:32])=[CH:27][CH:26]=1.[OH-].[Na+]. The catalyst is CO. The product is [CH:9]1([CH2:8][N:7]2[C:2]3[N:1]=[C:23]([CH2:24][C:25]4[CH:26]=[CH:27][C:28]([N:31]([CH3:32])[S:33]([C:36]5[C:37]([CH3:43])=[N:38][N:39]([CH3:42])[C:40]=5[Cl:41])(=[O:35])=[O:34])=[CH:29][CH:30]=4)[NH:22][C:3]=3[C:4](=[O:21])[N:5]([CH2:13][C:14]3[CH:19]=[CH:18][CH:17]=[CH:16][C:15]=3[F:20])[C:6]2=[O:12])[CH2:11][CH2:10]1. The yield is 0.500.